From a dataset of Reaction yield outcomes from USPTO patents with 853,638 reactions. Predict the reaction yield, written as a fraction of the theoretical maximum amount of product (1.0 means a 100% yield; for example, 0.34 means a 34% yield). (1) The reactants are [C:1](#N)C.[Br-].[Li+].[CH3:6][CH2:7][N:8]([CH2:11][CH3:12])[CH2:9][CH3:10].[CH2:13]([O:15][C:16](=[O:21])C#CCC)[CH3:14].[C:22]1([CH3:28])[CH:27]=[CH:26]C=[CH:24][CH:23]=1. No catalyst specified. The product is [CH2:13]([O:15][C:16](=[O:21])/[CH:6]=[C:7](/[N:8]1[CH2:11][CH2:12][CH2:10][C@@H:9]1[CH3:1])\[C@H:27]([CH3:26])[C@H:22]([CH3:28])[CH:23]=[CH2:24])[CH3:14]. The yield is 1.14. (2) The reactants are C(N(CC)CC)C.[N:8]1[CH:13]=[CH:12][CH:11]=[C:10]([CH2:14][NH2:15])[CH:9]=1.[C:16]([O:20][C:21]([N:23]1[CH2:28][CH2:27][CH:26]([S:29]([CH2:32][C:33]2[N:34]=[C:35]([C:39]3[CH:47]=[CH:46][C:42]([C:43](O)=[O:44])=[CH:41][CH:40]=3)[O:36][C:37]=2[CH3:38])(=[O:31])=[O:30])[CH2:25][CH2:24]1)=[O:22])([CH3:19])([CH3:18])[CH3:17].CCN=C=NCCCN(C)C.C1C=CC2N(O)N=NC=2C=1. The catalyst is CN(C)C=O. The product is [N:8]1[CH:13]=[CH:12][CH:11]=[C:10]([CH2:14][NH:15][C:43]([C:42]2[CH:41]=[CH:40][C:39]([C:35]3[O:36][C:37]([CH3:38])=[C:33]([CH2:32][S:29]([CH:26]4[CH2:27][CH2:28][N:23]([C:21]([O:20][C:16]([CH3:18])([CH3:17])[CH3:19])=[O:22])[CH2:24][CH2:25]4)(=[O:30])=[O:31])[N:34]=3)=[CH:47][CH:46]=2)=[O:44])[CH:9]=1. The yield is 0.930.